This data is from Catalyst prediction with 721,799 reactions and 888 catalyst types from USPTO. The task is: Predict which catalyst facilitates the given reaction. (1) Reactant: [F:1][C:2]([F:8])([F:7])[S:3]([O-:6])(=[O:5])=[O:4].[F:9][C:10]1[CH:11]=[C:12]([N+:20]([CH3:23])([CH3:22])[CH3:21])[CH:13]=[CH:14][C:15]=1[C:16]([O:18]C)=[O:17].FC(F)(F)C(O)=O. Product: [F:1][C:2]([F:8])([F:7])[S:3]([O-:6])(=[O:5])=[O:4].[C:16]([C:15]1[CH:14]=[CH:13][C:12]([N+:20]([CH3:22])([CH3:21])[CH3:23])=[CH:11][C:10]=1[F:9])([OH:18])=[O:17]. The catalyst class is: 6. (2) Reactant: [NH2:1][C:2]1[CH:10]=[C:9]2[C:5]([CH2:6][CH2:7][C:8]2=[O:11])=[CH:4][CH:3]=1.C(=O)([O-])O.[Na+].[Cl:17][C:18]1[N:19]=[C:20]2[N:24]([C:25]=1[S:26](Cl)(=[O:28])=[O:27])[CH2:23][CH2:22][S:21]2. Product: [O:11]=[C:8]1[C:9]2[C:5](=[CH:4][CH:3]=[C:2]([NH:1][S:26]([C:25]3[N:24]4[C:20]([S:21][CH2:22][CH2:23]4)=[N:19][C:18]=3[Cl:17])(=[O:27])=[O:28])[CH:10]=2)[CH2:6][CH2:7]1. The catalyst class is: 10. (3) Reactant: [NH2:1][CH2:2][C:3]1[CH:8]=[N:7][CH:6]=[CH:5][N:4]=1.C(N(CC)CC)C.Cl[C:17]1[CH:22]=[CH:21][C:20]([N+:23]([O-:25])=[O:24])=[CH:19][N:18]=1. Product: [N+:23]([C:20]1[CH:21]=[CH:22][C:17]([NH:1][CH2:2][C:3]2[CH:8]=[N:7][CH:6]=[CH:5][N:4]=2)=[N:18][CH:19]=1)([O-:25])=[O:24]. The catalyst class is: 7. (4) Reactant: [F:1][C:2]([F:22])([F:21])[C:3]1[CH:8]=[CH:7][C:6]([C:9]2[N:10]=[C:11]([CH:14]([C:16]3([NH2:20])[CH2:19][O:18][CH2:17]3)[CH3:15])[NH:12][CH:13]=2)=[CH:5][CH:4]=1. Product: [F:22][C:2]([F:1])([F:21])[C:3]1[CH:8]=[CH:7][C:6]([C:9]2[N:10]=[C:11]([C@@H:14]([C:16]3([NH2:20])[CH2:17][O:18][CH2:19]3)[CH3:15])[NH:12][CH:13]=2)=[CH:5][CH:4]=1. The catalyst class is: 8. (5) Reactant: [C:1]([C:5]1[N:13]=[C:12]2[C:8]([N:9]=[CH:10][NH:11]2)=[C:7]([N:14]2[CH2:18][CH2:17][C:16]([F:20])([F:19])[CH2:15]2)[N:6]=1)([CH3:4])([CH3:3])[CH3:2].[H-].[Na+].Br[CH2:24][C:25]1[CH:30]=[CH:29][C:28]([Cl:31])=[CH:27][CH:26]=1. Product: [C:1]([C:5]1[N:13]=[C:12]2[C:8]([N:9]=[CH:10][N:11]2[CH2:24][C:25]2[CH:30]=[CH:29][C:28]([Cl:31])=[CH:27][CH:26]=2)=[C:7]([N:14]2[CH2:18][CH2:17][C:16]([F:19])([F:20])[CH2:15]2)[N:6]=1)([CH3:4])([CH3:2])[CH3:3]. The catalyst class is: 3. (6) Reactant: [NH2:1][C:2]1[C:3]([C:9]([NH:11][C:12]2[CH:13]=[N:14][CH:15]=[CH:16][C:17]=2[C@@H:18]2[CH2:23][C@H:22]([CH3:24])[C@@:21]([CH2:26][F:27])([OH:25])[C@H:20]([OH:28])[CH2:19]2)=[O:10])=[N:4][C:5](Br)=[CH:6][CH:7]=1.[CH3:29][C:30]1([CH3:46])[C:34]([CH3:36])([CH3:35])[O:33][B:32]([B:32]2[O:33][C:34]([CH3:36])([CH3:35])[C:30]([CH3:46])([CH3:29])[O:31]2)[O:31]1.C1(P(C2CCCCC2)C2CCCCC2)CCCCC1. Product: [NH2:1][C:2]1[C:3]([C:9]([NH:11][C:12]2[CH:13]=[N:14][CH:15]=[CH:16][C:17]=2[C@@H:18]2[CH2:23][C@H:22]([CH3:24])[C@@:21]([CH2:26][F:27])([OH:25])[C@H:20]([OH:28])[CH2:19]2)=[O:10])=[N:4][C:5]([B:32]2[O:33][C:34]([CH3:36])([CH3:35])[C:30]([CH3:46])([CH3:29])[O:31]2)=[CH:6][CH:7]=1. The catalyst class is: 102. (7) Reactant: Br[C:2]1[CH:7]=[CH:6][C:5]([O:8]CC)=[C:4](F)[C:3]=1F.[CH2:13]([Li])[CH2:14][CH2:15]C.CCCCCC. Product: [CH2:2]([CH:7]1[CH2:3][CH2:4][C:5](=[O:8])[CH2:6]1)[CH2:13][CH2:14][CH3:15]. The catalyst class is: 1.